This data is from Forward reaction prediction with 1.9M reactions from USPTO patents (1976-2016). The task is: Predict the product of the given reaction. (1) Given the reactants [OH:1][CH:2]1[CH2:7][CH2:6][N:5]([C:8](=[O:19])[CH2:9][O:10][C:11]2[C:12](=[O:18])[N:13]([CH3:17])[N:14]=[CH:15][CH:16]=2)[CH2:4][CH2:3]1.[Cl:20][C:21]1[CH:26]=[C:25]([F:27])[CH:24]=[CH:23][C:22]=1O, predict the reaction product. The product is: [Cl:20][C:21]1[CH:26]=[C:25]([F:27])[CH:24]=[CH:23][C:22]=1[O:1][CH:2]1[CH2:3][CH2:4][N:5]([C:8](=[O:19])[CH2:9][O:10][C:11]2[C:12](=[O:18])[N:13]([CH3:17])[N:14]=[CH:15][CH:16]=2)[CH2:6][CH2:7]1. (2) Given the reactants [I-].[CH3:2][O:3][C:4]([C@@H:6]([O:11][C@H:12]([C:26]1[CH:31]=[CH:30][CH:29]=[CH:28][CH:27]=1)[C:13]1[CH:18]=[CH:17][C:16]([C:19]2[CH:20]=[N+:21]([CH3:25])[CH:22]=[CH:23][CH:24]=2)=[CH:15][CH:14]=1)[CH2:7][CH:8]([CH3:10])[CH3:9])=[O:5].S(S([O-])=O)([O-])(=O)=O.[Na+].[Na+].CO.C(O)(=O)C, predict the reaction product. The product is: [CH3:9][CH:8]([CH3:10])[CH2:7][C@H:6]([O:11][C@@H:12]([C:13]1[CH:18]=[CH:17][C:16]([CH:19]2[CH2:24][CH2:23][CH2:22][N:21]([CH3:25])[CH2:20]2)=[CH:15][CH:14]=1)[C:26]1[CH:31]=[CH:30][CH:29]=[CH:28][CH:27]=1)[C:4]([O:3][CH3:2])=[O:5]. (3) Given the reactants Br[C:2]1[CH:7]=[CH:6][N:5]=[C:4]2[N:8]([S:12]([C:15]3[CH:20]=[CH:19][CH:18]=[CH:17][CH:16]=3)(=[O:14])=[O:13])[C:9]([CH3:11])=[CH:10][C:3]=12.C([O-])(=O)C.[K+].[B:26]1([B:26]2[O:30][C:29]([CH3:32])([CH3:31])[C:28]([CH3:34])([CH3:33])[O:27]2)[O:30][C:29]([CH3:32])([CH3:31])[C:28]([CH3:34])([CH3:33])[O:27]1, predict the reaction product. The product is: [CH3:11][C:9]1[N:8]([S:12]([C:15]2[CH:20]=[CH:19][CH:18]=[CH:17][CH:16]=2)(=[O:14])=[O:13])[C:4]2=[N:5][CH:6]=[CH:7][C:2]([B:26]3[O:30][C:29]([CH3:32])([CH3:31])[C:28]([CH3:34])([CH3:33])[O:27]3)=[C:3]2[CH:10]=1. (4) Given the reactants [NH2:1][C:2]1[CH:10]=[CH:9][C:8]([CH3:11])=[CH:7][C:3]=1[C:4]([OH:6])=O.N1[CH:16]=[CH:15]N=C1.C(Cl)(=O)C.Cl.[NH2:22][CH:23]1[CH2:28][CH2:27][C:26](=[O:29])[NH:25][C:24]1=[O:30].P(OC1C=CC=CC=1)(OC1C=CC=CC=1)OC1C=CC=CC=1, predict the reaction product. The product is: [CH3:15][C:16]1[N:22]([CH:23]2[CH2:28][CH2:27][C:26](=[O:29])[NH:25][C:24]2=[O:30])[C:4](=[O:6])[C:3]2[C:2](=[CH:10][CH:9]=[C:8]([CH3:11])[CH:7]=2)[N:1]=1. (5) Given the reactants [P:1]([O-:43])([O-:42])([O:3][C:4](C(C)(C)C)(C(C)(C)C)[N:5]1[CH:10]=[CH:9][C:8]([NH:11][C:12](=[O:32])[C:13]2[CH:18]=[CH:17][C:16]([C:19]([F:22])([F:21])[F:20])=[CH:15][C:14]=2[O:23][C:24]2[CH:29]=[CH:28][C:27]([F:30])=[CH:26][C:25]=2[CH3:31])=[CH:7][C:6]1=[O:33])=[O:2].C(O)(C)C, predict the reaction product. The product is: [P:1]([OH:43])([OH:42])([O:3][CH2:4][N:5]1[CH:10]=[CH:9][C:8]([NH:11][C:12](=[O:32])[C:13]2[CH:18]=[CH:17][C:16]([C:19]([F:20])([F:22])[F:21])=[CH:15][C:14]=2[O:23][C:24]2[CH:29]=[CH:28][C:27]([F:30])=[CH:26][C:25]=2[CH3:31])=[CH:7][C:6]1=[O:33])=[O:2]. (6) Given the reactants [C:1]([O:5][C:6](=[O:25])[NH:7][C@@H:8]([CH2:18][C:19]1[CH:24]=[CH:23][CH:22]=[CH:21][CH:20]=1)[CH2:9][NH:10][C:11]1[CH:16]=[N:15][CH:14]=[C:13](Cl)[N:12]=1)([CH3:4])([CH3:3])[CH3:2].[CH2:26]([O:33][CH2:34][N:35]1[C:43]2[C:38](=[CH:39][C:40](B(O)O)=[CH:41][CH:42]=2)[C:37]([CH3:47])=[N:36]1)[C:27]1[CH:32]=[CH:31][CH:30]=[CH:29][CH:28]=1.C(=O)([O-])[O-].[K+].[K+], predict the reaction product. The product is: [C:1]([O:5][C:6](=[O:25])[NH:7][CH:8]([CH2:18][C:19]1[CH:24]=[CH:23][CH:22]=[CH:21][CH:20]=1)[CH2:9][NH:10][C:11]1[CH:16]=[N:15][CH:14]=[C:13]([C:40]2[CH:39]=[C:38]3[C:43](=[CH:42][CH:41]=2)[N:35]([CH2:34][O:33][CH2:26][C:27]2[CH:32]=[CH:31][CH:30]=[CH:29][CH:28]=2)[N:36]=[C:37]3[CH3:47])[N:12]=1)([CH3:4])([CH3:3])[CH3:2]. (7) Given the reactants CS[C:3]1[CH:8]=[CH:7][CH:6]=[CH:5][C:4]=1[C:9]1[C:18]2[CH:17]=[C:16]([C:19]([O:21][CH3:22])=[O:20])[CH:15]=[CH:14][C:13]=2[CH2:12][CH2:11][CH:10]=1.Cl[C:24]1C=CC=C(C(OO)=O)C=1.[S:34]([O-:37])(O)=[O:35].[Na+], predict the reaction product. The product is: [CH3:24][S:34]([C:3]1[CH:8]=[CH:7][CH:6]=[CH:5][C:4]=1[C:9]1[C:18]2[CH:17]=[C:16]([C:19]([O:21][CH3:22])=[O:20])[CH:15]=[CH:14][C:13]=2[CH2:12][CH2:11][CH:10]=1)(=[O:37])=[O:35]. (8) Given the reactants [Br:1][C:2]1[CH:10]=[CH:9][C:5]([C:6]([OH:8])=O)=[CH:4][N:3]=1.[C:11]([C:13]1[C:14]([N:20]2[CH2:25][CH2:24][NH:23][CH2:22][CH2:21]2)=[N:15][CH:16]=[C:17]([CH3:19])[CH:18]=1)#[N:12], predict the reaction product. The product is: [Br:1][C:2]1[N:3]=[CH:4][C:5]([C:6]([N:23]2[CH2:24][CH2:25][N:20]([C:14]3[N:15]=[CH:16][C:17]([CH3:19])=[CH:18][C:13]=3[C:11]#[N:12])[CH2:21][CH2:22]2)=[O:8])=[CH:9][CH:10]=1.